From a dataset of Peptide-MHC class II binding affinity with 134,281 pairs from IEDB. Regression. Given a peptide amino acid sequence and an MHC pseudo amino acid sequence, predict their binding affinity value. This is MHC class II binding data. (1) The peptide sequence is YDKWLANVSTVLTGK. The MHC is DRB1_0405 with pseudo-sequence DRB1_0405. The binding affinity (normalized) is 0.546. (2) The peptide sequence is TNDRKWCFEGPEEHE. The MHC is HLA-DQA10201-DQB10301 with pseudo-sequence HLA-DQA10201-DQB10301. The binding affinity (normalized) is 0.238. (3) The peptide sequence is LQPETFAVVDLNKMR. The MHC is DRB1_1501 with pseudo-sequence DRB1_1501. The binding affinity (normalized) is 0.113. (4) The MHC is DRB3_0101 with pseudo-sequence DRB3_0101. The peptide sequence is LTKLAAAWGGSGSEA. The binding affinity (normalized) is 0. (5) The peptide sequence is YDKFSANVSTVLTGK. The MHC is DRB1_1101 with pseudo-sequence DRB1_1101. The binding affinity (normalized) is 0.377. (6) The peptide sequence is EGKQSLTKLAAAWGG. The binding affinity (normalized) is 0.636. The MHC is HLA-DQA10401-DQB10402 with pseudo-sequence HLA-DQA10401-DQB10402. (7) The peptide sequence is PVNEALAAAGLVGVL. The MHC is HLA-DQA10501-DQB10302 with pseudo-sequence HLA-DQA10501-DQB10302. The binding affinity (normalized) is 0.288.